From a dataset of Catalyst prediction with 721,799 reactions and 888 catalyst types from USPTO. Predict which catalyst facilitates the given reaction. (1) Reactant: [OH:1][C:2]1[CH:10]=[CH:9][CH:8]=[C:7]2[C:3]=1[CH2:4][CH2:5][C@@H:6]2[N:11]1[C:15]2[N:16]=[C:17](S(C)(=O)=O)[N:18]=[CH:19][C:14]=2[C:13]([CH3:25])([CH3:24])[C:12]1=[O:26].[N:27]1([CH2:32][C:33]2[CH:34]=[C:35]([CH:37]=[CH:38][CH:39]=2)[NH2:36])[CH2:31][CH2:30][CH2:29][CH2:28]1. Product: [OH:1][C:2]1[CH:10]=[CH:9][CH:8]=[C:7]2[C:3]=1[CH2:4][CH2:5][C@@H:6]2[N:11]1[C:15]2[N:16]=[C:17]([NH:36][C:35]3[CH:37]=[CH:38][CH:39]=[C:33]([CH2:32][N:27]4[CH2:28][CH2:29][CH2:30][CH2:31]4)[CH:34]=3)[N:18]=[CH:19][C:14]=2[C:13]([CH3:25])([CH3:24])[C:12]1=[O:26]. The catalyst class is: 37. (2) Reactant: [Cl:1][CH2:2][CH2:3][N:4]=[C:5]=[O:6].[CH:7]1[C:16]2[C:11](=[CH:12][CH:13]=[CH:14][CH:15]=2)[CH:10]=[CH:9][C:8]=1[NH2:17].CO. Product: [Cl:1][CH2:2][CH2:3][NH:4][C:5]([NH:17][C:8]1[CH:9]=[CH:10][C:11]2[C:16](=[CH:15][CH:14]=[CH:13][CH:12]=2)[CH:7]=1)=[O:6]. The catalyst class is: 648.